Task: Predict the product of the given reaction.. Dataset: Forward reaction prediction with 1.9M reactions from USPTO patents (1976-2016) (1) Given the reactants [C:1]([O:5][C:6]([N:8]1[CH2:12][C@H:11]([CH2:13][NH:14][CH:15]([CH3:17])[CH3:16])[C@@H:10]([CH2:18][C:19]2[CH:24]=[CH:23][CH:22]=[CH:21][CH:20]=2)[CH2:9]1)=[O:7])([CH3:4])([CH3:3])[CH3:2].C1C=CC2N(O)N=NC=2C=1.CCN=C=NCCCN(C)C.[CH2:46]([O:53][CH2:54][CH2:55][O:56][C:57]1[CH:58]=[C:59]([CH:63]=[CH:64][C:65]=1[O:66][CH3:67])[C:60](O)=[O:61])[C:47]1[CH:52]=[CH:51][CH:50]=[CH:49][CH:48]=1, predict the reaction product. The product is: [C:1]([O:5][C:6]([N:8]1[CH2:12][C@H:11]([CH2:13][N:14]([C:60](=[O:61])[C:59]2[CH:63]=[CH:64][C:65]([O:66][CH3:67])=[C:57]([O:56][CH2:55][CH2:54][O:53][CH2:46][C:47]3[CH:48]=[CH:49][CH:50]=[CH:51][CH:52]=3)[CH:58]=2)[CH:15]([CH3:16])[CH3:17])[C@@H:10]([CH2:18][C:19]2[CH:20]=[CH:21][CH:22]=[CH:23][CH:24]=2)[CH2:9]1)=[O:7])([CH3:3])([CH3:4])[CH3:2]. (2) Given the reactants [NH2:1][C:2]1[CH:43]=[CH:42][C:5]([C:6]([N:8]([CH2:34][C:35]([O:37][C:38]([CH3:41])([CH3:40])[CH3:39])=[O:36])[CH2:9][C:10]2[CH:15]=[CH:14][C:13]([C:16]3[O:20][N:19]=[C:18]([C:21]4[CH:26]=[CH:25][C:24]([C:27]5[CH:32]=[CH:31][C:30]([CH3:33])=[CH:29][CH:28]=5)=[CH:23][CH:22]=4)[N:17]=3)=[CH:12][CH:11]=2)=[O:7])=[CH:4][CH:3]=1.[CH3:44][O:45][C:46]1[CH:51]=[CH:50][C:49]([O:52][CH3:53])=[CH:48][C:47]=1[CH2:54][C:55](O)=[O:56].CN(C(ON1N=NC2C=CC=NC1=2)=[N+](C)C)C.F[P-](F)(F)(F)(F)F, predict the reaction product. The product is: [CH3:44][O:45][C:46]1[CH:51]=[CH:50][C:49]([O:52][CH3:53])=[CH:48][C:47]=1[CH2:54][C:55]([NH:1][C:2]1[CH:43]=[CH:42][C:5]([C:6]([N:8]([CH2:34][C:35]([O:37][C:38]([CH3:39])([CH3:40])[CH3:41])=[O:36])[CH2:9][C:10]2[CH:11]=[CH:12][C:13]([C:16]3[O:20][N:19]=[C:18]([C:21]4[CH:26]=[CH:25][C:24]([C:27]5[CH:32]=[CH:31][C:30]([CH3:33])=[CH:29][CH:28]=5)=[CH:23][CH:22]=4)[N:17]=3)=[CH:14][CH:15]=2)=[O:7])=[CH:4][CH:3]=1)=[O:56]. (3) Given the reactants [C:1]([O:5][C:6](=[O:35])[NH:7][C:8]1([C:12]2[CH:17]=[CH:16][C:15]([C:18]3[C:19]([C:29]4[CH:34]=[CH:33][CH:32]=[CH:31][CH:30]=4)=[CH:20][C:21]4[NH:22][C:23](=O)NC[C:26]=4[N:27]=3)=[CH:14][CH:13]=2)[CH2:11][CH2:10][CH2:9]1)([CH3:4])([CH3:3])[CH3:2].[H-].[Na+].CI.[CH3:40][N:41]([CH:43]=[O:44])[CH3:42], predict the reaction product. The product is: [C:1]([O:5][C:6](=[O:35])[NH:7][C:8]1([C:12]2[CH:13]=[CH:14][C:15]([C:18]3[C:19]([C:29]4[CH:34]=[CH:33][CH:32]=[CH:31][CH:30]=4)=[CH:20][C:40]4[N:41]([CH3:42])[C:43](=[O:44])[N:22]([CH3:23])[CH2:21][C:26]=4[N:27]=3)=[CH:16][CH:17]=2)[CH2:9][CH2:10][CH2:11]1)([CH3:4])([CH3:2])[CH3:3]. (4) Given the reactants C(=O)([O-])[O-].[K+].[K+].[CH2:7]([O:9][CH:10]([O:23][CH2:24][CH3:25])[C:11]1[CH:12]=[CH:13][C:14]([C:17]#[C:18][Si](C)(C)C)=[N:15][CH:16]=1)[CH3:8], predict the reaction product. The product is: [CH2:24]([O:23][CH:10]([O:9][CH2:7][CH3:8])[C:11]1[CH:12]=[CH:13][C:14]([C:17]#[CH:18])=[N:15][CH:16]=1)[CH3:25]. (5) The product is: [Cl:1][C:2]1[S:3][C:4]([S:7]([NH2:13])(=[O:9])=[O:8])=[CH:5][N:6]=1. Given the reactants [Cl:1][C:2]1[S:3][C:4]([S:7](Cl)(=[O:9])=[O:8])=[CH:5][N:6]=1.CC[N:13](CC)CC, predict the reaction product. (6) Given the reactants [C:1]([C:3]1[CH:4]=[CH:5][C:6]([C@@H:13]2[C:18]([C:19]#[N:20])=[C:17]([CH3:21])[N:16]([C:22]3[CH:27]=[CH:26][CH:25]=[C:24]([C:28]([F:31])([F:30])[F:29])[CH:23]=3)[C:15](=[O:32])[NH:14]2)=[C:7]([S:9](Cl)(=[O:11])=[O:10])[CH:8]=1)#[N:2].[CH3:33][NH2:34], predict the reaction product. The product is: [C:1]([C:3]1[CH:4]=[CH:5][C:6]([C@@H:13]2[C:18]([C:19]#[N:20])=[C:17]([CH3:21])[N:16]([C:22]3[CH:27]=[CH:26][CH:25]=[C:24]([C:28]([F:31])([F:30])[F:29])[CH:23]=3)[C:15](=[O:32])[NH:14]2)=[C:7]([S:9]([NH:34][CH3:33])(=[O:11])=[O:10])[CH:8]=1)#[N:2].